Dataset: Catalyst prediction with 721,799 reactions and 888 catalyst types from USPTO. Task: Predict which catalyst facilitates the given reaction. (1) Reactant: Br[C:2]1[CH:7]=[CH:6][C:5]([Br:8])=[CH:4][N:3]=1.[CH3:9][S-:10].[Na+].O. Product: [Br:8][C:5]1[CH:6]=[CH:7][C:2]([S:10][CH3:9])=[N:3][CH:4]=1. The catalyst class is: 13. (2) Reactant: [I:1][C:2]1[N:3]=[C:4]([CH3:8])[NH:5][C:6]=1[I:7].Br[CH2:10][CH2:11][NH:12][C:13]([O:15][C:16]([CH3:19])([CH3:18])[CH3:17])=[O:14]. Product: [C:16]([O:15][C:13](=[O:14])[NH:12][CH2:11][CH2:10][N:3]1[C:2]([I:1])=[C:6]([I:7])[N:5]=[C:4]1[CH3:8])([CH3:19])([CH3:18])[CH3:17]. The catalyst class is: 61. (3) Reactant: [C:1]([C:4]1[CH:9]=[CH:8][C:7]([C:10]2[C:11]([C:16]([NH:18][C:19]3[CH:20]=[C:21]4[C:25](=[CH:26][CH:27]=3)[N:24]([C:28](=[O:36])[CH2:29][C:30]3[CH:35]=[CH:34][CH:33]=[CH:32][N:31]=3)[CH2:23][CH2:22]4)=[O:17])=[CH:12][CH:13]=[CH:14][CH:15]=2)=[CH:6][CH:5]=1)(=O)[CH3:2].[CH2:37]([NH2:44])[C:38]1[CH:43]=[CH:42][CH:41]=[CH:40][CH:39]=1.C(O[BH-](OC(=O)C)OC(=O)C)(=O)C.[Na+].C(=O)([O-])[O-].[K+].[K+]. Product: [CH2:37]([NH:44][CH:1]([C:4]1[CH:5]=[CH:6][C:7]([C:10]2[C:11]([C:16]([NH:18][C:19]3[CH:20]=[C:21]4[C:25](=[CH:26][CH:27]=3)[N:24]([C:28](=[O:36])[CH2:29][C:30]3[CH:35]=[CH:34][CH:33]=[CH:32][N:31]=3)[CH2:23][CH2:22]4)=[O:17])=[CH:12][CH:13]=[CH:14][CH:15]=2)=[CH:8][CH:9]=1)[CH3:2])[C:38]1[CH:43]=[CH:42][CH:41]=[CH:40][CH:39]=1. The catalyst class is: 46. (4) Reactant: [O:1]=[C:2]1[C:7]([CH2:8][C:9]2[CH:14]=[CH:13][C:12]([C:15]3[C:16]([C:21]#[N:22])=[CH:17][CH:18]=[CH:19][CH:20]=3)=[CH:11][CH:10]=2)=[C:6]([CH2:23][CH2:24][CH3:25])[N:5]2[N:26]=[CH:27][N:28]=[C:4]2[N:3]1[CH:29]1[CH2:34][CH2:33][C:32](=[O:35])[CH2:31][CH2:30]1.[O:36]1[CH2:40][CH:39](O)[CH:38]([OH:42])[CH2:37]1.O.C1(C)C=CC(S(O)(=O)=O)=CC=1. Product: [O:1]=[C:2]1[C:7]([CH2:8][C:9]2[CH:10]=[CH:11][C:12]([C:15]3[C:16]([C:21]#[N:22])=[CH:17][CH:18]=[CH:19][CH:20]=3)=[CH:13][CH:14]=2)=[C:6]([CH2:23][CH2:24][CH3:25])[N:5]2[N:26]=[CH:27][N:28]=[C:4]2[N:3]1[CH:29]1[CH2:30][CH2:31][C:32]2([O:42][C@H:38]3[CH2:37][O:36][CH2:40][C@H:39]3[O:35]2)[CH2:33][CH2:34]1. The catalyst class is: 11. (5) Reactant: Cl[C:2]1[C:11]([C@@H:12]([N:14]2[C:22](=[O:23])[C:21]3[C:16](=[CH:17][CH:18]=[CH:19][CH:20]=3)[C:15]2=[O:24])[CH3:13])=[CH:10][C:9]2[C:4](=[C:5]([F:25])[CH:6]=[CH:7][CH:8]=2)[N:3]=1.[CH3:26][S:27][C:28]1[CH:33]=[CH:32][CH:31]=[CH:30][C:29]=1B(O)O.C(=O)([O-])[O-].[K+].[K+]. Product: [F:25][C:5]1[CH:6]=[CH:7][CH:8]=[C:9]2[C:4]=1[N:3]=[C:2]([C:29]1[CH:30]=[CH:31][CH:32]=[CH:33][C:28]=1[S:27][CH3:26])[C:11]([C@@H:12]([N:14]1[C:22](=[O:23])[C:21]3[C:16](=[CH:17][CH:18]=[CH:19][CH:20]=3)[C:15]1=[O:24])[CH3:13])=[CH:10]2. The catalyst class is: 31. (6) Reactant: Cl[CH2:2][C:3]1[S:7][C:6]([NH:8][C:9](=[O:11])[CH3:10])=[N:5][CH:4]=1.Cl.[CH3:13][O:14][C:15]1[CH:27]=[CH:26][C:18]([CH2:19][CH:20]2[CH2:25][CH2:24][NH:23][CH2:22][CH2:21]2)=[CH:17][CH:16]=1.CCN(C(C)C)C(C)C. Product: [CH3:13][O:14][C:15]1[CH:16]=[CH:17][C:18]([CH2:19][CH:20]2[CH2:21][CH2:22][N:23]([CH2:2][C:3]3[S:7][C:6]([NH:8][C:9](=[O:11])[CH3:10])=[N:5][CH:4]=3)[CH2:24][CH2:25]2)=[CH:26][CH:27]=1. The catalyst class is: 10. (7) Reactant: [C:1]([C:5]1[S:9]/[C:8](=[N:10]\[C:11](=O)[C:12]2[CH:17]=[C:16]([C:18]([F:21])([F:20])[F:19])[CH:15]=[CH:14][C:13]=2[O:22][CH2:23][C@@H:24]2[CH2:28][CH2:27][CH2:26][N:25]2[CH3:29])/[N:7]([CH2:31][C@H:32]2[CH2:36][CH2:35][CH2:34][O:33]2)[CH:6]=1)([CH3:4])([CH3:3])[CH3:2].COC1C=CC(P2(SP(C3C=CC(OC)=CC=3)(=S)S2)=[S:46])=CC=1. Product: [C:1]([C:5]1[S:9]/[C:8](=[N:10]\[C:11]([C:12]2[CH:17]=[C:16]([C:18]([F:21])([F:20])[F:19])[CH:15]=[CH:14][C:13]=2[O:22][CH2:23][C@@H:24]2[CH2:28][CH2:27][CH2:26][N:25]2[CH3:29])=[S:46])/[N:7]([CH2:31][C@H:32]2[CH2:36][CH2:35][CH2:34][O:33]2)[CH:6]=1)([CH3:4])([CH3:3])[CH3:2]. The catalyst class is: 11. (8) Reactant: [NH2:1][C:2]1[N:10]=[CH:9][CH:8]=[CH:7][C:3]=1[C:4]([NH2:6])=[O:5].CO[C:13](=O)[CH2:14][O:15][CH2:16][CH2:17][C:18]1[CH:19]=[C:20]([CH3:24])[CH:21]=[CH:22][CH:23]=1.[Li+].C[Si]([N-][Si](C)(C)C)(C)C. Product: [C:20]1([CH3:24])[CH:21]=[CH:22][CH:23]=[C:18]([CH2:17][CH2:16][O:15][CH2:14][C:13]2[NH:6][C:4](=[O:5])[C:3]3[CH:7]=[CH:8][CH:9]=[N:10][C:2]=3[N:1]=2)[CH:19]=1. The catalyst class is: 1. (9) Reactant: [CH:1]([C:4]1[C:8]([CH2:9][CH2:10][CH2:11][OH:12])=[CH:7][N:6]([C:13]2[CH:18]=[CH:17][C:16]([C:19]([F:22])([F:21])[F:20])=[CH:15][N:14]=2)[N:5]=1)([CH3:3])[CH3:2].O[C:24]1[CH:25]=[C:26]([CH2:32][CH2:33][C:34]([O:36]CC)=[O:35])[CH:27]=[CH:28][C:29]=1[O:30][CH3:31].C(P(CCCC)CCCC)CCC.N(C(N1CCCCC1)=O)=NC(N1CCCCC1)=O. Product: [CH:1]([C:4]1[C:8]([CH2:9][CH2:10][CH2:11][O:12][C:28]2[CH:27]=[C:26]([CH2:32][CH2:33][C:34]([OH:36])=[O:35])[CH:25]=[CH:24][C:29]=2[O:30][CH3:31])=[CH:7][N:6]([C:13]2[CH:18]=[CH:17][C:16]([C:19]([F:21])([F:20])[F:22])=[CH:15][N:14]=2)[N:5]=1)([CH3:3])[CH3:2]. The catalyst class is: 7. (10) Product: [Br:1][C:2]1[CH:8]=[CH:7][CH:6]=[CH:5][C:3]=1[NH:4][C:15](=[O:24])[CH:16]=[CH:17][C:18]1[CH:23]=[CH:22][CH:21]=[CH:20][CH:19]=1. Reactant: [Br:1][C:2]1[CH:8]=[CH:7][CH:6]=[CH:5][C:3]=1[NH2:4].C([O-])([O-])=O.[K+].[K+].[C:15](Cl)(=[O:24])[CH:16]=[CH:17][C:18]1[CH:23]=[CH:22][CH:21]=[CH:20][CH:19]=1. The catalyst class is: 283.